This data is from Retrosynthesis with 50K atom-mapped reactions and 10 reaction types from USPTO. The task is: Predict the reactants needed to synthesize the given product. (1) Given the product O=S(=O)(NCC1CCCO1)c1ccc(-n2nc(C(F)(F)F)c3c2CCOC3)cc1, predict the reactants needed to synthesize it. The reactants are: FC(F)(F)c1n[nH]c2c1COCC2.O=S(=O)(NCC1CCCO1)c1ccc(I)cc1. (2) Given the product O=C(CCN1CCCCC1)Nc1ccc(CN2CCC(NC(=O)c3cc(=O)c4ccc(F)cc4o3)CC2)cc1F, predict the reactants needed to synthesize it. The reactants are: Nc1ccc(CN2CCC(NC(=O)c3cc(=O)c4ccc(F)cc4o3)CC2)cc1F.O=C(O)CCN1CCCCC1. (3) Given the product C[Si](C)(C)CCOCn1c(S(C)(=O)=O)nc2cc(C#Cc3ccccc3)c(Cl)cc21, predict the reactants needed to synthesize it. The reactants are: C#Cc1ccccc1.C[Si](C)(C)CCOCn1c(S(C)(=O)=O)nc2cc(I)c(Cl)cc21. (4) Given the product C[C@H]1CC=CC[C@@H](CC(=O)NCc2ccc(Cl)cc2)C(=O)N2CCC[C@H]2COC1=O, predict the reactants needed to synthesize it. The reactants are: C[C@H]1CC=CC[C@@H](CC(=O)O)C(=O)N2CCC[C@H]2COC1=O.NCc1ccc(Cl)cc1. (5) Given the product COC(=O)c1cc(C=Cc2ccc(S(=O)(=O)O)cc2)ccc1OC(C)=O, predict the reactants needed to synthesize it. The reactants are: CC(=O)O.COC(=O)c1cc(C=Cc2ccc(S(=O)(=O)O)cc2)ccc1O. (6) Given the product N[C@@H](CO)C(=O)N1CCC[C@H]1C(=O)OCc1ccccc1, predict the reactants needed to synthesize it. The reactants are: CC(C)(C)OC(=O)N[C@@H](CO)C(=O)N1CCC[C@H]1C(=O)OCc1ccccc1. (7) Given the product O=C(NC1CCCC(O)CCC1)OCc1ccccc1, predict the reactants needed to synthesize it. The reactants are: CC(C)(C)[Si](C)(C)OC1CCCC(NC(=O)OCc2ccccc2)CCC1.